Predict the product of the given reaction. From a dataset of Forward reaction prediction with 1.9M reactions from USPTO patents (1976-2016). The product is: [F:8][C:7]1[CH:6]=[CH:5][C:4]([C:9]2[N:13]3[CH:14]=[CH:15][C:16]([C:18]([OH:21])([CH3:20])[CH3:19])=[N:17][C:12]3=[N:11][CH:10]=2)=[CH:3][C:2]=1[C:24]1[CH:23]=[N:22][CH:27]=[CH:26][CH:25]=1. Given the reactants Cl[C:2]1[CH:3]=[C:4]([C:9]2[N:13]3[CH:14]=[CH:15][C:16]([C:18]([OH:21])([CH3:20])[CH3:19])=[N:17][C:12]3=[N:11][CH:10]=2)[CH:5]=[CH:6][C:7]=1[F:8].[N:22]1[CH:27]=[CH:26][CH:25]=[C:24](B(O)O)[CH:23]=1.O1BOBOB1.[O-]P([O-])([O-])=O.[K+].[K+].[K+].[OH-].[Na+], predict the reaction product.